Dataset: Catalyst prediction with 721,799 reactions and 888 catalyst types from USPTO. Task: Predict which catalyst facilitates the given reaction. Reactant: [Cl:1][C:2]1[CH:10]=[C:9]2[C:5]([C:6]([CH:11]3[CH2:16][CH2:15][NH:14][CH2:13][CH2:12]3)=[CH:7][NH:8]2)=[CH:4][CH:3]=1.[C:17](O[C:17]([O:19][C:20]([CH3:23])([CH3:22])[CH3:21])=[O:18])([O:19][C:20]([CH3:23])([CH3:22])[CH3:21])=[O:18]. Product: [C:20]([O:19][C:17]([N:14]1[CH2:15][CH2:16][CH:11]([C:6]2[C:5]3[C:9](=[CH:10][C:2]([Cl:1])=[CH:3][CH:4]=3)[NH:8][CH:7]=2)[CH2:12][CH2:13]1)=[O:18])([CH3:23])([CH3:22])[CH3:21]. The catalyst class is: 31.